The task is: Predict the reaction yield, written as a fraction of the theoretical maximum amount of product (1.0 means a 100% yield; for example, 0.34 means a 34% yield).. This data is from Reaction yield outcomes from USPTO patents with 853,638 reactions. (1) The reactants are [NH2:1][C@H:2]([C:4]([N:6]1[C:12](=[O:13])[CH:11]([CH3:14])[C:10]2[CH:15]=[CH:16][CH:17]=[CH:18][C:9]=2[C:8]2[C:19]([NH2:23])=[CH:20][CH:21]=[CH:22][C:7]1=2)=[O:5])[CH3:3].[CH2:24]([S:31](Cl)(=[O:33])=[O:32])[C:25]1[CH:30]=[CH:29][CH:28]=[CH:27][CH:26]=1. The catalyst is CN(C=O)C. The product is [CH2:24]([S:31]([NH:1][C@H:2]([C:4]([N:6]1[C:12](=[O:13])[CH:11]([CH3:14])[C:10]2[CH:15]=[CH:16][CH:17]=[CH:18][C:9]=2[C:8]2[C:19]([NH2:23])=[CH:20][CH:21]=[CH:22][C:7]1=2)=[O:5])[CH3:3])(=[O:33])=[O:32])[C:25]1[CH:30]=[CH:29][CH:28]=[CH:27][CH:26]=1. The yield is 0.350. (2) The reactants are O1CCCC1.C(CC[N:10]1[CH:14]=[C:13]([N+:15]([O-:17])=[O:16])[N:12]=[C:11]1[S:18][C:19]1[CH:24]=[CH:23][C:22]([N+:25]([O-:27])=[O:26])=[CH:21][CH:20]=1)#N.Cl.O. The catalyst is C(OCC)(=O)C. The product is [N+:15]([C:13]1[N:12]=[C:11]([S:18][C:19]2[CH:20]=[CH:21][C:22]([N+:25]([O-:27])=[O:26])=[CH:23][CH:24]=2)[NH:10][CH:14]=1)([O-:17])=[O:16]. The yield is 0.580.